Dataset: NCI-60 drug combinations with 297,098 pairs across 59 cell lines. Task: Regression. Given two drug SMILES strings and cell line genomic features, predict the synergy score measuring deviation from expected non-interaction effect. Drug 1: C1=CC(=CC=C1CCCC(=O)O)N(CCCl)CCCl. Drug 2: CC1C(C(CC(O1)OC2CC(OC(C2O)C)OC3=CC4=CC5=C(C(=O)C(C(C5)C(C(=O)C(C(C)O)O)OC)OC6CC(C(C(O6)C)O)OC7CC(C(C(O7)C)O)OC8CC(C(C(O8)C)O)(C)O)C(=C4C(=C3C)O)O)O)O. Cell line: COLO 205. Synergy scores: CSS=47.0, Synergy_ZIP=5.89, Synergy_Bliss=1.23, Synergy_Loewe=-1.94, Synergy_HSA=-1.89.